This data is from Forward reaction prediction with 1.9M reactions from USPTO patents (1976-2016). The task is: Predict the product of the given reaction. (1) Given the reactants [CH3:1][CH:2]([CH3:30])[C@@H:3]([NH:8][S:9]([C:12]1[CH:29]=[CH:28][C:15]2[O:16][C:17]3[CH:22]=[C:21]([C:23]4[S:24][CH:25]=[CH:26][N:27]=4)[CH:20]=[CH:19][C:18]=3[C:14]=2[CH:13]=1)(=[O:11])=[O:10])[C:4]([O:6]C)=[O:5].[Li+].[OH-].O, predict the reaction product. The product is: [CH3:1][CH:2]([CH3:30])[C@@H:3]([NH:8][S:9]([C:12]1[CH:29]=[CH:28][C:15]2[O:16][C:17]3[CH:22]=[C:21]([C:23]4[S:24][CH:25]=[CH:26][N:27]=4)[CH:20]=[CH:19][C:18]=3[C:14]=2[CH:13]=1)(=[O:11])=[O:10])[C:4]([OH:6])=[O:5]. (2) Given the reactants [CH3:1][C:2]1([CH3:33])[C:11]2[C:6](=[CH:7][CH:8]=[C:9]([C:12]([NH:14][S:15]([CH:18]3[CH2:20][CH2:19]3)(=[O:17])=[O:16])=[O:13])[CH:10]=2)[NH:5][CH:4]([C:21]2[CH:26]=[CH:25][CH:24]=[C:23]([N:27]3[CH2:32][CH2:31][O:30][CH2:29][CH2:28]3)[CH:22]=2)[CH2:3]1.[C:34](=O)([O-])[O-].[K+].[K+], predict the reaction product. The product is: [CH3:1][C:2]1([CH3:33])[C:11]2[C:6](=[CH:7][CH:8]=[C:9]([C:12]([N:14]([CH3:34])[S:15]([CH:18]3[CH2:20][CH2:19]3)(=[O:17])=[O:16])=[O:13])[CH:10]=2)[NH:5][CH:4]([C:21]2[CH:26]=[CH:25][CH:24]=[C:23]([N:27]3[CH2:28][CH2:29][O:30][CH2:31][CH2:32]3)[CH:22]=2)[CH2:3]1. (3) Given the reactants Cl[C:2]([O:4][CH3:5])=[O:3].[F:6][C:7]1[CH:12]=[C:11]([F:13])[CH:10]=[CH:9][C:8]=1[C:14]1[CH:19]=[CH:18]C(O)=[C:16]([C:21]([NH:23][C:24]2[CH:29]=[CH:28][CH:27]=[C:26]([C:30]([F:33])([F:32])[F:31])[CH:25]=2)=[O:22])[CH:15]=1.Cl, predict the reaction product. The product is: [F:6][C:7]1[CH:12]=[C:11]([F:13])[CH:10]=[CH:9][C:8]=1[C:14]1[CH:19]=[CH:18][C:5]2[O:4][C:2](=[O:3])[N:23]([C:24]3[CH:29]=[CH:28][CH:27]=[C:26]([C:30]([F:31])([F:32])[F:33])[CH:25]=3)[C:21](=[O:22])[C:16]=2[CH:15]=1. (4) Given the reactants [NH2:1][C:2]1[N:7]=[CH:6][C:5]([C:8]([N:10]=[S:11]([CH2:14][CH2:15][CH2:16][CH2:17][C:18]([O:20][CH3:21])=[O:19])([CH3:13])=[O:12])=[O:9])=[CH:4][C:3]=1[C:22]#[C:23][C:24]1[CH:29]=[CH:28][CH:27]=[C:26]([NH2:30])[CH:25]=1.[Cl:31][C:32]1[CH:40]=[CH:39][C:35]([C:36](O)=[O:37])=[CH:34][C:33]=1[C:41]([F:44])([F:43])[F:42], predict the reaction product. The product is: [NH2:1][C:2]1[N:7]=[CH:6][C:5]([C:8]([N:10]=[S:11]([CH2:14][CH2:15][CH2:16][CH2:17][C:18]([O:20][CH3:21])=[O:19])([CH3:13])=[O:12])=[O:9])=[CH:4][C:3]=1[C:22]#[C:23][C:24]1[CH:29]=[CH:28][CH:27]=[C:26]([NH:30][C:36](=[O:37])[C:35]2[CH:39]=[CH:40][C:32]([Cl:31])=[C:33]([C:41]([F:44])([F:42])[F:43])[CH:34]=2)[CH:25]=1. (5) Given the reactants [Br:1][C:2]1[CH:3]=[C:4]2[C:14](=[CH:15][CH:16]=1)[O:13][C:7]1([CH2:12][CH2:11][CH2:10][O:9][CH2:8]1)[CH:6]([CH3:17])[C:5]2=O.C[Si]([N:23]=[C:24]=[N:25][Si](C)(C)C)(C)C, predict the reaction product. The product is: [Br:1][C:2]1[CH:3]=[C:4]2[C:14](=[CH:15][CH:16]=1)[O:13][C:7]1([CH2:12][CH2:11][CH2:10][O:9][CH2:8]1)[CH:6]([CH3:17])/[C:5]/2=[N:25]\[C:24]#[N:23]. (6) Given the reactants CS(O[CH2:6][CH2:7][O:8][C:9]1[CH:14]=[CH:13][C:12]([C:15]#[C:16][C:17]2[CH:22]=[CH:21][C:20]([C:23]3[CH:28]=[CH:27][C:26]([Cl:29])=[CH:25][CH:24]=3)=[CH:19][N:18]=2)=[CH:11][C:10]=1[CH3:30])(=O)=O.[NH:31]1[CH2:35][CH2:34][CH2:33][CH2:32]1, predict the reaction product. The product is: [Cl:29][C:26]1[CH:27]=[CH:28][C:23]([C:20]2[CH:21]=[CH:22][C:17]([C:16]#[C:15][C:12]3[CH:13]=[CH:14][C:9]([O:8][CH2:7][CH2:6][N:31]4[CH2:35][CH2:34][CH2:33][CH2:32]4)=[C:10]([CH3:30])[CH:11]=3)=[N:18][CH:19]=2)=[CH:24][CH:25]=1. (7) Given the reactants N([O-])=O.[Na+].[F:5][C:6]1[CH:7]=[C:8]2[C:13](=[CH:14][CH:15]=1)[C:12](N)=[CH:11][CH:10]=[CH:9]2.[ClH:17], predict the reaction product. The product is: [Cl:17][C:12]1[C:13]2[C:8](=[CH:7][C:6]([F:5])=[CH:15][CH:14]=2)[CH:9]=[CH:10][CH:11]=1.